Dataset: Reaction yield outcomes from USPTO patents with 853,638 reactions. Task: Predict the reaction yield, written as a fraction of the theoretical maximum amount of product (1.0 means a 100% yield; for example, 0.34 means a 34% yield). (1) The reactants are Cl[C:2]1[N:7]=[CH:6][N:5]=[C:4]([NH:8][C:9](=[O:26])[NH:10][C:11]2[C:12]([F:25])=[C:13]([NH:18][S:19]([CH2:22][CH2:23][CH3:24])(=[O:21])=[O:20])[CH:14]=[CH:15][C:16]=2[F:17])[CH:3]=1.[H][H]. The catalyst is C(O)C.[Pd]. The product is [F:25][C:12]1[C:11]([NH:10][C:9]([NH:8][C:4]2[CH:3]=[CH:2][N:7]=[CH:6][N:5]=2)=[O:26])=[C:16]([F:17])[CH:15]=[CH:14][C:13]=1[NH:18][S:19]([CH2:22][CH2:23][CH3:24])(=[O:20])=[O:21]. The yield is 0.690. (2) The reactants are Br[C:2]1[S:3][CH:4]=[CH:5][N:6]=1.[Li]CCCC.I[C:13]1[CH:23]=[CH:22][C:16]([C:17]([O:19][CH2:20][CH3:21])=[O:18])=[CH:15][CH:14]=1.O.O.[Na+].[Na+].C(N(CC(O)=O)CC(O)=O)CN(CC([O-])=O)CC([O-])=O.C(=O)([O-])O.[Na+]. The catalyst is CCOCC.CCCCCC.[Cl-].[Cl-].[Zn+2].C1C=CC([P]([Pd]([P](C2C=CC=CC=2)(C2C=CC=CC=2)C2C=CC=CC=2)([P](C2C=CC=CC=2)(C2C=CC=CC=2)C2C=CC=CC=2)[P](C2C=CC=CC=2)(C2C=CC=CC=2)C2C=CC=CC=2)(C2C=CC=CC=2)C2C=CC=CC=2)=CC=1.C1COCC1. The product is [S:3]1[CH:4]=[CH:5][N:6]=[C:2]1[C:13]1[CH:23]=[CH:22][C:16]([C:17]([O:19][CH2:20][CH3:21])=[O:18])=[CH:15][CH:14]=1. The yield is 0.710. (3) The reactants are [ClH:1].C(OC([N:9]1[CH2:13][CH2:12][CH2:11][C@H:10]1[C:14]1[NH:15][C:16]([C:19]2[CH:24]=[CH:23][C:22]([B:25]3[O:29][C:28]([CH3:31])([CH3:30])[C:27]([CH3:33])([CH3:32])[O:26]3)=[CH:21][CH:20]=2)=[CH:17][N:18]=1)=O)(C)(C)C.C(OCC)C. The catalyst is O1CCOCC1.ClCCl. The product is [ClH:1].[NH:9]1[CH2:13][CH2:12][CH2:11][C@H:10]1[C:14]1[NH:15][C:16]([C:19]2[CH:24]=[CH:23][C:22]([B:25]3[O:29][C:28]([CH3:31])([CH3:30])[C:27]([CH3:33])([CH3:32])[O:26]3)=[CH:21][CH:20]=2)=[CH:17][N:18]=1. The yield is 0.950. (4) The reactants are [CH3:1][CH:2]=[CH:3][C:4](=[O:9])[CH2:5][CH2:6][CH2:7][CH3:8].[CH:10]1[CH2:14][CH:13]=[CH:12][CH:11]=1.Cl(O)(=O)(=O)=O.C([C@@H]1N[C@H](C2OC(C)=CC=2)N(C)C1=O)C1C=CC=CC=1. No catalyst specified. The product is [CH3:1][C@H:2]1[C@@H:12]2[CH2:13][C@H:14]([CH:10]=[CH:11]2)[C@@H:3]1[C:4](=[O:9])[CH2:5][CH2:6][CH2:7][CH3:8]. The yield is 0.830. (5) The catalyst is [Pd].CC(C)=O. The product is [NH2:18][C:11]1[CH:12]=[C:13]([O:16][CH3:17])[CH:14]=[CH:15][C:10]=1[NH:9][C:7](=[O:8])[C:6]([NH:5][CH2:1][CH2:2][CH2:3][CH3:4])=[O:21]. The reactants are [CH2:1]([NH:5][C:6](=[O:21])[C:7]([NH:9][C:10]1[CH:15]=[CH:14][C:13]([O:16][CH3:17])=[CH:12][C:11]=1[N+:18]([O-])=O)=[O:8])[CH2:2][CH2:3][CH3:4].CO. The yield is 0.901. (6) The reactants are [Br:1][C:2]1[CH:3]=[C:4]([CH:20]=[CH:21][CH:22]=1)[CH2:5][C:6]1[C:7]([CH3:19])=[N:8][C:9]2[N:10]([N:13]=[CH:14][C:15]=2[C:16](O)=[O:17])[C:11]=1[CH3:12].C(N(CC)C(C)C)(C)C.CCCP1(OP(CCC)(=O)OP(CCC)(=O)O1)=O.[Si]([O:57][CH2:58][CH2:59][NH2:60])(C(C)(C)C)(C)C.[F-].[NH4+]. The catalyst is CN(C)C=O.C(#N)C. The product is [Br:1][C:2]1[CH:3]=[C:4]([CH:20]=[CH:21][CH:22]=1)[CH2:5][C:6]1[C:7]([CH3:19])=[N:8][C:9]2[N:10]([N:13]=[CH:14][C:15]=2[C:16]([NH:60][CH2:59][CH2:58][OH:57])=[O:17])[C:11]=1[CH3:12]. The yield is 0.400. (7) The reactants are C(O)(C(F)(F)F)=O.[NH2:8][C:9]1[N:17]=[CH:16][N:15]=[C:14]2[C:10]=1[N:11]=[CH:12][N:13]2[C@H:18]1[C@@H:22]2[O:23]C(C)(C)[O:25][C@@H:21]2[C@@H:20]([CH2:28][N:29]([CH3:44])[CH2:30][CH2:31][CH2:32][N:33]2[C:41](=[O:42])[C:40]3[C:35](=[CH:36][CH:37]=[CH:38][CH:39]=3)[C:34]2=[O:43])[O:19]1. The catalyst is O. The product is [NH2:8][C:9]1[N:17]=[CH:16][N:15]=[C:14]2[C:10]=1[N:11]=[CH:12][N:13]2[C@@H:18]1[O:19][C@H:20]([CH2:28][N:29]([CH3:44])[CH2:30][CH2:31][CH2:32][N:33]2[C:34](=[O:43])[C:35]3[C:40](=[CH:39][CH:38]=[CH:37][CH:36]=3)[C:41]2=[O:42])[C@@H:21]([OH:25])[C@H:22]1[OH:23]. The yield is 0.490. (8) The reactants are [F:1][C:2]1[CH:7]=[CH:6][C:5]([C:8](=[O:14])[CH2:9][C:10]([O:12][CH3:13])=[O:11])=[CH:4][CH:3]=1.[Br:15]Br.C([O-])([O-])=O.[K+].[K+]. The catalyst is C(Cl)Cl. The product is [Br:15][CH:9]([C:8]([C:5]1[CH:4]=[CH:3][C:2]([F:1])=[CH:7][CH:6]=1)=[O:14])[C:10]([O:12][CH3:13])=[O:11]. The yield is 1.00.